From a dataset of Full USPTO retrosynthesis dataset with 1.9M reactions from patents (1976-2016). Predict the reactants needed to synthesize the given product. Given the product [C:1]([C:5]1[O:9][N:8]=[C:7]([NH:10][C:11]([C@@H:13]2[CH2:18][CH2:17][CH2:16][CH2:15][N:14]2[CH2:26][CH:23]2[CH2:24][CH2:25][O:20][CH2:21][CH2:22]2)=[O:12])[CH:6]=1)([CH3:4])([CH3:2])[CH3:3], predict the reactants needed to synthesize it. The reactants are: [C:1]([C:5]1[O:9][N:8]=[C:7]([NH:10][C:11]([C@@H:13]2[CH2:18][CH2:17][CH2:16][CH2:15][NH:14]2)=[O:12])[CH:6]=1)([CH3:4])([CH3:3])[CH3:2].Cl.[O:20]1[CH2:25][CH2:24][CH:23]([CH:26]=O)[CH2:22][CH2:21]1.C(O)(=O)C.S([O-])([O-])(=O)=O.[Na+].[Na+].C([BH3-])#N.[Na+].